This data is from Full USPTO retrosynthesis dataset with 1.9M reactions from patents (1976-2016). The task is: Predict the reactants needed to synthesize the given product. (1) Given the product [CH3:5][O:6][C:7]([C:9]1[N:10]([NH2:2])[CH:11]=[C:12]([C:14]#[N:15])[CH:13]=1)=[O:8], predict the reactants needed to synthesize it. The reactants are: [Cl-].[NH4+:2].[OH-].[NH4+].[CH3:5][O:6][C:7]([C:9]1[NH:10][CH:11]=[C:12]([C:14]#[N:15])[CH:13]=1)=[O:8].[H-].[Na+].NCl. (2) The reactants are: [C:1]([C:4]1[O:8][C:7]2[C:9]([O:18][C:19](=[O:29])[CH2:20][NH:21][C:22]([O:24][C:25]([CH3:28])([CH3:27])[CH3:26])=[O:23])=[C:10]3[C:15](=[C:16]([OH:17])[C:6]=2[CH:5]=1)[CH:14]=[CH:13][CH:12]=[CH:11]3)(=[O:3])[CH3:2].[C:30](OC(=O)C)(=[O:32])[CH3:31].C(OCC)(=O)C. Given the product [C:1]([C:4]1[O:8][C:7]2[C:9]([O:18][C:19](=[O:29])[CH2:20][NH:21][C:22]([O:24][C:25]([CH3:28])([CH3:27])[CH3:26])=[O:23])=[C:10]3[C:15](=[C:16]([O:17][C:30](=[O:32])[CH3:31])[C:6]=2[CH:5]=1)[CH:14]=[CH:13][CH:12]=[CH:11]3)(=[O:3])[CH3:2], predict the reactants needed to synthesize it. (3) Given the product [Cl:1][C:15]1[C:6]([O:5][CH2:3][CH3:4])=[CH:7][CH:8]=[C:9]2[C:14]=1[CH:13]=[N:12][CH:11]=[C:10]2[CH2:17][C:18]1[CH:23]=[C:22]([O:24][CH3:25])[C:21]([O:26][CH3:27])=[C:20]([O:28][CH3:29])[CH:19]=1, predict the reactants needed to synthesize it. The reactants are: [ClH:1].Cl.[CH2:3]([O:5][C:6]1[C:15](N)=[C:14]2[C:9]([C:10]([CH2:17][C:18]3[CH:23]=[C:22]([O:24][CH3:25])[C:21]([O:26][CH3:27])=[C:20]([O:28][CH3:29])[CH:19]=3)=[CH:11][N:12]=[CH:13]2)=[CH:8][CH:7]=1)[CH3:4].Cl.CC(O)=O.N([O-])=O.[Na+].